Dataset: Reaction yield outcomes from USPTO patents with 853,638 reactions. Task: Predict the reaction yield, written as a fraction of the theoretical maximum amount of product (1.0 means a 100% yield; for example, 0.34 means a 34% yield). (1) The reactants are C[Si](Br)(C)C.C(CN)CC([P:10]([OH:13])([OH:12])=[O:11])([P:10]([OH:13])([OH:12])=[O:11])O.C([C:24]1C=C(C)C=[C:28](C(C)(C)C)[C:29]=1[OH:30])(C)(C)C.[CH3:36][C:37]([C:40]1C([O])=C(C(C)(C)C)C=C(C=C2C=C(C(C)(C)C)C(=O)C(C(C)(C)C)=C2)C=1)(C)C.[CH3:67][OH:68]. The catalyst is ClCCl. The product is [C:67]([O:30][CH:29]([CH2:24][P:10](=[O:11])([OH:12])[OH:13])[CH2:28][P:10](=[O:11])([OH:13])[OH:12])(=[O:68])[C:37]([CH3:40])=[CH2:36]. The yield is 0.970. (2) The reactants are [CH3:1][O:2][C:3](=[O:24])[C:4]1[CH:9]=[C:8]([O:10][CH2:11][CH3:12])[CH:7]=[C:6]([NH:13]C(OCC2C=CC=CC=2)=O)[CH:5]=1.O. The catalyst is [Pd].CO. The product is [CH3:1][O:2][C:3](=[O:24])[C:4]1[CH:9]=[C:8]([O:10][CH2:11][CH3:12])[CH:7]=[C:6]([NH2:13])[CH:5]=1. The yield is 0.990. (3) The reactants are [CH2:1]([C:3]1[CH:12]=[C:11]([C:13]([F:16])([F:15])[F:14])[C:10]2[C:9](=[O:17])[NH:8][C@H:7]3[CH2:18][N:19](C(OC(C)(C)C)=O)[CH2:20][C@@H:6]3[C:5]=2[CH:4]=1)[CH3:2].[ClH:28]. The catalyst is C(OCC)C. The product is [ClH:28].[CH2:1]([C:3]1[CH:12]=[C:11]([C:13]([F:14])([F:15])[F:16])[C:10]2[C:9](=[O:17])[NH:8][C@H:7]3[CH2:18][NH:19][CH2:20][C@@H:6]3[C:5]=2[CH:4]=1)[CH3:2]. The yield is 0.880. (4) The reactants are Br[C:2]1[CH:3]=[C:4]2[C:10]([C:11]3[CH:20]=[CH:19][C:14]([C:15]([NH:17][CH3:18])=[O:16])=[CH:13][CH:12]=3)=[CH:9][N:8](S(C3C=CC(C)=CC=3)(=O)=O)[C:5]2=[N:6][CH:7]=1.[CH3:31][O:32][C:33]1[CH:34]=[C:35](B(O)O)[CH:36]=[C:37]([O:41][CH3:42])[C:38]=1[O:39][CH3:40].C([O-])([O-])=O.[Na+].[Na+].O. The catalyst is CC#N.Cl[Pd](Cl)([P](C1C=CC=CC=1)(C1C=CC=CC=1)C1C=CC=CC=1)[P](C1C=CC=CC=1)(C1C=CC=CC=1)C1C=CC=CC=1. The product is [CH3:18][NH:17][C:15](=[O:16])[C:14]1[CH:19]=[CH:20][C:11]([C:10]2[C:4]3[C:5](=[N:6][CH:7]=[C:2]([C:35]4[CH:36]=[C:37]([O:41][CH3:42])[C:38]([O:39][CH3:40])=[C:33]([O:32][CH3:31])[CH:34]=4)[CH:3]=3)[NH:8][CH:9]=2)=[CH:12][CH:13]=1. The yield is 0.470. (5) The product is [F:12][C:5]1([F:13])[C:4]2[C:8](=[CH:9][CH:10]=[C:2]([S:15]([CH3:14])(=[O:17])=[O:16])[CH:3]=2)[NH:7][C:6]1=[O:11]. The reactants are Br[C:2]1[CH:3]=[C:4]2[C:8](=[CH:9][CH:10]=1)[NH:7][C:6](=[O:11])[C:5]2([F:13])[F:12].[CH3:14][S:15]([O-:17])=[O:16].[Na+].CNCCNC. The yield is 0.582. The catalyst is CS(C)=O. (6) The reactants are [Br:1][C:2]1[CH:11]=[CH:10][C:9]([N+:12]([O-])=O)=[CH:8][C:3]=1[C:4]([O:6][CH3:7])=[O:5].[In].[Cl-].[NH4+]. The catalyst is C(O)C.O. The product is [NH2:12][C:9]1[CH:10]=[CH:11][C:2]([Br:1])=[C:3]([CH:8]=1)[C:4]([O:6][CH3:7])=[O:5]. The yield is 0.830. (7) The reactants are [CH3:1][NH:2][CH2:3][C:4]1[CH:9]=[CH:8][CH:7]=[CH:6][CH:5]=1.[CH3:10][O:11][CH2:12][CH2:13]Br. The catalyst is C(O)C. The product is [CH3:10][O:11][CH2:12][CH2:13][N:2]([CH2:3][C:4]1[CH:9]=[CH:8][CH:7]=[CH:6][CH:5]=1)[CH3:1]. The yield is 0.580. (8) The reactants are [F:1][C:2]([F:7])([F:6])[C:3]([OH:5])=[O:4].[CH2:8]([S:10]([N:13]1[CH2:18][CH2:17][CH:16]([C:19]2[C:27]3[C:22](=[C:23]([C:43]([NH2:45])=[O:44])[CH:24]=[C:25]([C:28]4[CH:33]=[C:32]([CH2:34][NH:35][CH2:36][C@@H:37]5CCCO5)[CH:31]=[C:30]([F:42])[CH:29]=4)[CH:26]=3)[NH:21][CH:20]=2)[CH2:15][CH2:14]1)(=[O:12])=[O:11])[CH3:9].O1[CH2:50][CH2:49][CH2:48][C@H]1CN. No catalyst specified. The product is [F:1][C:2]([F:7])([F:6])[C:3]([OH:5])=[O:4].[CH2:8]([S:10]([N:13]1[CH2:14][CH2:15][CH:16]([C:19]2[C:27]3[C:22](=[C:23]([C:43]([NH2:45])=[O:44])[CH:24]=[C:25]([C:28]4[CH:33]=[C:32]([CH2:34][NH:35][C@H:36]([CH3:37])[C:49]([CH3:48])([CH3:50])[CH3:2])[CH:31]=[C:30]([F:42])[CH:29]=4)[CH:26]=3)[NH:21][CH:20]=2)[CH2:17][CH2:18]1)(=[O:11])=[O:12])[CH3:9]. The yield is 0.436. (9) The reactants are [C:1]([OH:8])(=[O:7])[CH2:2][CH2:3][C:4]([OH:6])=[O:5].[Cl:9][C:10]1[CH:20]=[CH:19][C:13]2[CH2:14][CH2:15][NH:16][CH2:17][CH2:18][C:12]=2[C:11]=1[CH2:21][S:22][C:23]1[CH:28]=[CH:27][C:26]([C:29]2[N:30]=[C:31]([NH:34][CH2:35][CH:36]3[CH2:38][CH2:37]3)[S:32][CH:33]=2)=[CH:25][N:24]=1. The catalyst is CO. The product is [C:1]([OH:8])(=[O:7])[CH2:2][CH2:3][C:4]([OH:6])=[O:5].[Cl:9][C:10]1[CH:20]=[CH:19][C:13]2[CH2:14][CH2:15][NH:16][CH2:17][CH2:18][C:12]=2[C:11]=1[CH2:21][S:22][C:23]1[CH:28]=[CH:27][C:26]([C:29]2[N:30]=[C:31]([NH:34][CH2:35][CH:36]3[CH2:38][CH2:37]3)[S:32][CH:33]=2)=[CH:25][N:24]=1. The yield is 0.980.